Dataset: Reaction yield outcomes from USPTO patents with 853,638 reactions. Task: Predict the reaction yield, written as a fraction of the theoretical maximum amount of product (1.0 means a 100% yield; for example, 0.34 means a 34% yield). The reactants are [Cl:1][C:2]1[N:7]=[C:6]([CH3:8])[C:5]2[C:9]([O:31][CH3:32])=[N:10][N:11]([C:12]([C:25]3[CH:30]=[CH:29][CH:28]=[CH:27][CH:26]=3)([C:19]3[CH:24]=[CH:23][CH:22]=[CH:21][CH:20]=3)[C:13]3[CH:18]=[CH:17][CH:16]=[CH:15][CH:14]=3)[C:4]=2[CH:3]=1.[Se](=O)=[O:34]. The catalyst is O1CCOCC1. The product is [Cl:1][C:2]1[N:7]=[C:6]([CH:8]=[O:34])[C:5]2[C:9]([O:31][CH3:32])=[N:10][N:11]([C:12]([C:13]3[CH:18]=[CH:17][CH:16]=[CH:15][CH:14]=3)([C:19]3[CH:20]=[CH:21][CH:22]=[CH:23][CH:24]=3)[C:25]3[CH:26]=[CH:27][CH:28]=[CH:29][CH:30]=3)[C:4]=2[CH:3]=1. The yield is 0.760.